Predict which catalyst facilitates the given reaction. From a dataset of Catalyst prediction with 721,799 reactions and 888 catalyst types from USPTO. (1) The catalyst class is: 26. Reactant: [Cl:1][C:2]1[CH:3]=[C:4]([C@@H:8]2[C@@H:13]([C:14]3[CH:19]=[CH:18][C:17]([Cl:20])=[CH:16][CH:15]=3)[N:12]([C@@H:21]([CH2:24][CH3:25])[CH:22]=O)[C:11](=[O:26])[C@:10]([CH2:28][C:29]([OH:31])=[O:30])([CH3:27])[CH2:9]2)[CH:5]=[CH:6][CH:7]=1.[CH3:32][CH:33]1[CH2:38][O:37][CH2:36][CH2:35][NH:34]1.C(O[BH-](OC(=O)C)OC(=O)C)(=O)C.[Na+]. Product: [Cl:1][C:2]1[CH:3]=[C:4]([C@@H:8]2[C@@H:13]([C:14]3[CH:19]=[CH:18][C:17]([Cl:20])=[CH:16][CH:15]=3)[N:12]([C@@H:21]([CH2:24][CH3:25])[CH2:22][N:34]3[CH2:35][CH2:36][O:37][CH2:38][CH:33]3[CH3:32])[C:11](=[O:26])[C@:10]([CH2:28][C:29]([OH:31])=[O:30])([CH3:27])[CH2:9]2)[CH:5]=[CH:6][CH:7]=1. (2) Reactant: [Br:1][C:2]1[CH:8]=[CH:7][C:5]([NH2:6])=[C:4]([C:9]([F:12])([F:11])[F:10])[CH:3]=1.Cl[C:14]([O:16][CH2:17][CH3:18])=[O:15].O.Cl. Product: [Br:1][C:2]1[CH:8]=[CH:7][C:5]([NH:6][C:14](=[O:15])[O:16][CH2:17][CH3:18])=[C:4]([C:9]([F:10])([F:11])[F:12])[CH:3]=1. The catalyst class is: 17. (3) The catalyst class is: 2. Product: [O:1]=[C:2]1[C@H:13]([CH2:14][C:15]([OH:17])=[O:16])[CH2:12][CH2:11][CH2:10][CH2:9][CH2:8][C:7](=[O:22])[O:6][C@H:5]([C:23]2[CH:28]=[CH:27][CH:26]=[CH:25][CH:24]=2)[CH2:4][NH:3]1. Reactant: [O:1]=[C:2]1[C@H:13]([CH2:14][C:15]([O:17]C(C)(C)C)=[O:16])[CH2:12][CH2:11][CH2:10][CH2:9][CH2:8][C:7](=[O:22])[O:6][C@H:5]([C:23]2[CH:28]=[CH:27][CH:26]=[CH:25][CH:24]=2)[CH2:4][NH:3]1.FC(F)(F)C(O)=O. (4) Product: [Br:1][C:2]1[CH:3]=[CH:4][C:5]2[S:9][N:8]=[C:7]([CH2:10][OH:11])[C:6]=2[CH:14]=1. Reactant: [Br:1][C:2]1[CH:3]=[CH:4][C:5]2[S:9][N:8]=[C:7]([C:10](OC)=[O:11])[C:6]=2[CH:14]=1.[BH4-].[Na+]. The catalyst class is: 5. (5) Reactant: [N:1]#[C:2][C@@H:3]([C:5]([O:7][CH2:8][CH3:9])=[O:6])[NH2:4].C(OC(O[CH2:18][CH3:19])OCC)C.[CH2:20]([NH2:22])C. Product: [NH2:1][C:2]1[N:22]([CH2:18][CH3:19])[CH:20]=[N:4][C:3]=1[C:5]([O:7][CH2:8][CH3:9])=[O:6]. The catalyst class is: 210. (6) Reactant: [CH2:1]([O:3][C:4]([CH:6]1[CH2:11][CH2:10][CH2:9][NH:8][CH2:7]1)=[O:5])[CH3:2].C(N(CC)CC)C.[I:19][C:20]1[CH:21]=[C:22]([C:26]2[N:27]=[N:28][N:29]([CH2:31][CH2:32][CH2:33]OS(C)(=O)=O)[N:30]=2)[CH:23]=[CH:24][CH:25]=1. Product: [CH2:1]([O:3][C:4]([CH:6]1[CH2:11][CH2:10][CH2:9][N:8]([CH2:33][CH2:32][CH2:31][N:29]2[N:28]=[N:27][C:26]([C:22]3[CH:23]=[CH:24][CH:25]=[C:20]([I:19])[CH:21]=3)=[N:30]2)[CH2:7]1)=[O:5])[CH3:2]. The catalyst class is: 1.